From a dataset of Reaction yield outcomes from USPTO patents with 853,638 reactions. Predict the reaction yield, written as a fraction of the theoretical maximum amount of product (1.0 means a 100% yield; for example, 0.34 means a 34% yield). (1) The reactants are [CH3:1][O:2][C:3]1[CH:4]=[C:5]2[C:9](=[CH:10][CH:11]=1)[NH:8][C:7]([CH3:12])=[CH:6]2.C=O.CNC.CI.[Si](C#N)(C)(C)C.CC[CH2:28][CH2:29][N+:30](CCCC)(CCCC)CCCC.[F-]. The catalyst is C(O)(=O)C.O.C1(C)C=CC=CC=1. The product is [CH3:1][O:2][C:3]1[CH:4]=[C:5]2[C:9](=[CH:10][CH:11]=1)[NH:8][C:7]([CH3:12])=[C:6]2[CH2:28][C:29]#[N:30]. The yield is 0.440. (2) The reactants are [NH:1]1[C:9]2[C:4](=[CH:5][C:6]([O:10][C:11]3[C:20]4[C:15](=[CH:16][C:17]([O:23][CH3:24])=[C:18]([O:21][CH3:22])[CH:19]=4)[N:14]=[CH:13][CH:12]=3)=[CH:7][CH:8]=2)[CH:3]=[CH:2]1.[H-].[Na+].[F:27][CH2:28][CH2:29][NH:30][C:31](=O)[O:32]C1C=CC=CC=1. No catalyst specified. The product is [F:27][CH2:28][CH2:29][NH:30][C:31]([N:1]1[C:9]2[C:4](=[CH:5][C:6]([O:10][C:11]3[C:20]4[C:15](=[CH:16][C:17]([O:23][CH3:24])=[C:18]([O:21][CH3:22])[CH:19]=4)[N:14]=[CH:13][CH:12]=3)=[CH:7][CH:8]=2)[CH:3]=[CH:2]1)=[O:32]. The yield is 0.188. (3) The reactants are [F:1][C:2]1[CH:3]=[CH:4][CH:5]=[C:6]2[C:10]=1[NH:9][CH:8]=[C:7]2[CH2:11][NH:12][CH3:13].CNCC1C2C=CC=CC=2N2CCCC=12.[NH2:29][C:30]1[N:35]=[CH:34][C:33](/[CH:36]=[CH:37]/[C:38]([OH:40])=O)=[CH:32][CH:31]=1.Cl.O=C1NC2N=CC(/C=C/C(O)=O)=CC=2CC1. No catalyst specified. The product is [NH2:29][C:30]1[N:35]=[CH:34][C:33](/[CH:36]=[CH:37]/[C:38]([N:12]([CH2:11][C:7]2[C:6]3[C:10](=[C:2]([F:1])[CH:3]=[CH:4][CH:5]=3)[NH:9][CH:8]=2)[CH3:13])=[O:40])=[CH:32][CH:31]=1. The yield is 0.180. (4) The reactants are [CH3:1][C@H:2]1[CH2:7][CH2:6][N:5]([C:8]([O:10][C:11]([CH3:14])([CH3:13])[CH3:12])=[O:9])[CH2:4][C@H:3]1[C:15](=S)[NH:16][CH2:17][C:18]1[N:19]=[C:20]2[CH:26]=[CH:25][N:24]([S:27]([C:30]3[CH:36]=[CH:35][C:33]([CH3:34])=[CH:32][CH:31]=3)(=[O:29])=[O:28])[C:21]2=[N:22][CH:23]=1. The catalyst is O1CCOCC1.FC(F)(F)C([O-])=O.[Hg+2].FC(F)(F)C([O-])=O. The product is [C:11]([O:10][C:8]([N:5]1[CH2:6][CH2:7][C@H:2]([CH3:1])[C@H:3]([C:15]2[N:19]3[C:20]4[CH:26]=[CH:25][N:24]([S:27]([C:30]5[CH:36]=[CH:35][C:33]([CH3:34])=[CH:32][CH:31]=5)(=[O:28])=[O:29])[C:21]=4[N:22]=[CH:23][C:18]3=[CH:17][N:16]=2)[CH2:4]1)=[O:9])([CH3:14])([CH3:13])[CH3:12]. The yield is 0.900. (5) The reactants are [Cl:1][C:2]1[CH:19]=[CH:18][C:17]([Cl:20])=[CH:16][C:3]=1[CH2:4][N:5]1[CH2:10][CH2:9][NH:8][C:7]2[N:11]=[CH:12][C:13](I)=[CH:14][C:6]1=2.[N:21]1([CH:26]2[CH2:31][CH2:30][N:29]([C:32]([C:34]3[CH:39]=[CH:38][C:37](B4OC(C)(C)C(C)(C)O4)=[CH:36][CH:35]=3)=[O:33])[CH2:28][CH2:27]2)[CH2:25][CH2:24][CH2:23][CH2:22]1. No catalyst specified. The product is [Cl:1][C:2]1[CH:19]=[CH:18][C:17]([Cl:20])=[CH:16][C:3]=1[CH2:4][N:5]1[CH2:10][CH2:9][NH:8][C:7]2[N:11]=[CH:12][C:13]([C:37]3[CH:38]=[CH:39][C:34]([C:32]([N:29]4[CH2:28][CH2:27][CH:26]([N:21]5[CH2:22][CH2:23][CH2:24][CH2:25]5)[CH2:31][CH2:30]4)=[O:33])=[CH:35][CH:36]=3)=[CH:14][C:6]1=2. The yield is 0.100. (6) The reactants are [F:1][C:2]1[CH:3]=[CH:4][C:5]([O:9][CH2:10][CH2:11][CH3:12])=[C:6]([CH:8]=1)[NH2:7].[C:13](OCC)(=[O:18])[CH2:14][C:15]([CH3:17])=O. The yield is 0.430. The product is [F:1][C:2]1[CH:3]=[CH:4][C:5]([O:9][CH2:10][CH2:11][CH3:12])=[C:6]2[C:8]=1[C:13](=[O:18])[CH:14]=[C:15]([CH3:17])[NH:7]2. The catalyst is C1C=CC=CC=1. (7) The catalyst is CN(C=O)C.CN1C(=O)CCC1.O1CCOCC1. The yield is 0.490. The reactants are [C:1]([C:3]1[CH:4]=[C:5]([C:13]2[O:17][N:16]=[C:15]([C:18]3[C:19]([CH3:32])=[C:20]4[C:25](=[CH:26][CH:27]=3)[CH2:24][N:23]([CH2:28][C:29]([OH:31])=O)[CH2:22][CH2:21]4)[N:14]=2)[CH:6]=[CH:7][C:8]=1[O:9][CH:10]([CH3:12])[CH3:11])#[N:2].CCN(C(C)C)C(C)C.CN(C(ON1N=NC2C=CC=NC1=2)=[N+](C)C)C.F[P-](F)(F)(F)(F)F.[NH2:66][CH2:67][C@H:68]([OH:71])[CH2:69][OH:70].[ClH:72]. The product is [ClH:72].[C:1]([C:3]1[CH:4]=[C:5]([C:13]2[O:17][N:16]=[C:15]([C:18]3[C:19]([CH3:32])=[C:20]4[C:25](=[CH:26][CH:27]=3)[CH2:24][N:23]([CH2:28][C:29]([NH:66][CH2:67][C@H:68]([OH:71])[CH2:69][OH:70])=[O:31])[CH2:22][CH2:21]4)[N:14]=2)[CH:6]=[CH:7][C:8]=1[O:9][CH:10]([CH3:12])[CH3:11])#[N:2]. (8) The reactants are C([O-])([O-])=O.[Na+].[Na+].Br[CH2:8][CH2:9][CH2:10][CH2:11][CH2:12][CH2:13][CH2:14][CH2:15][CH2:16][CH2:17][CH2:18][CH2:19][CH2:20][CH3:21].C[N:23]([CH:25]=O)C. The catalyst is [I-].C([N+](CCCC)(CCCC)CCCC)CCC.O1CCOCC1. The product is [CH2:25]([NH:23][CH2:8][CH2:9][CH2:10][CH2:11][CH2:12][CH2:13][CH2:14][CH2:15][CH2:16][CH2:17][CH2:18][CH2:19][CH2:20][CH3:21])[CH2:18][CH2:17][CH2:16][CH2:15][CH2:14][CH2:13][CH2:12][CH2:11][CH2:10][CH2:9][CH3:8]. The yield is 0.350.